From a dataset of NCI-60 drug combinations with 297,098 pairs across 59 cell lines. Regression. Given two drug SMILES strings and cell line genomic features, predict the synergy score measuring deviation from expected non-interaction effect. (1) Drug 1: CC1C(C(=O)NC(C(=O)N2CCCC2C(=O)N(CC(=O)N(C(C(=O)O1)C(C)C)C)C)C(C)C)NC(=O)C3=C4C(=C(C=C3)C)OC5=C(C(=O)C(=C(C5=N4)C(=O)NC6C(OC(=O)C(N(C(=O)CN(C(=O)C7CCCN7C(=O)C(NC6=O)C(C)C)C)C)C(C)C)C)N)C. Drug 2: C1C(C(OC1N2C=NC3=C2NC=NCC3O)CO)O. Cell line: U251. Synergy scores: CSS=8.89, Synergy_ZIP=-2.04, Synergy_Bliss=-5.65, Synergy_Loewe=-37.7, Synergy_HSA=-6.64. (2) Drug 1: CN1CCC(CC1)COC2=C(C=C3C(=C2)N=CN=C3NC4=C(C=C(C=C4)Br)F)OC. Drug 2: C1=CN(C=N1)CC(O)(P(=O)(O)O)P(=O)(O)O. Cell line: M14. Synergy scores: CSS=3.22, Synergy_ZIP=3.04, Synergy_Bliss=7.17, Synergy_Loewe=3.95, Synergy_HSA=4.29.